Predict which catalyst facilitates the given reaction. From a dataset of Catalyst prediction with 721,799 reactions and 888 catalyst types from USPTO. (1) Reactant: [Cl:1][C:2]1[CH:10]=[CH:9][CH:8]=[C:7]2[C:3]=1[C:4]([C:15]([OH:17])=O)=[CH:5][N:6]2[CH2:11][CH2:12][O:13][CH3:14].Cl.[F:19][C:20]1([F:30])[CH2:25][CH2:24][C:23]([CH2:28][NH2:29])([O:26][CH3:27])[CH2:22][CH2:21]1.C(Cl)CCl.N1(O)C2C=CC=CC=2N=N1.CCN(C(C)C)C(C)C. Product: [F:19][C:20]1([F:30])[CH2:21][CH2:22][C:23]([CH2:28][NH:29][C:15]([C:4]2[C:3]3[C:7](=[CH:8][CH:9]=[CH:10][C:2]=3[Cl:1])[N:6]([CH2:11][CH2:12][O:13][CH3:14])[CH:5]=2)=[O:17])([O:26][CH3:27])[CH2:24][CH2:25]1. The catalyst class is: 1. (2) Reactant: [C:1]([C:4]1[C:13]([N:14]2[CH2:19][CH2:18][N:17]([C:20]([N:22]([CH3:24])[CH3:23])=[O:21])[CH2:16][CH2:15]2)=[C:12]2[C:7]([CH:8]=[CH:9][CH:10]=[N:11]2)=[C:6]([Cl:25])[CH:5]=1)(=O)[CH3:2].C([O-])(=O)C.[NH4+].C([BH3-])#[N:32].[Na+].O1CCCC1. Product: [NH2:32][CH:1]([C:4]1[C:13]([N:14]2[CH2:19][CH2:18][N:17]([C:20]([N:22]([CH3:24])[CH3:23])=[O:21])[CH2:16][CH2:15]2)=[C:12]2[C:7]([CH:8]=[CH:9][CH:10]=[N:11]2)=[C:6]([Cl:25])[CH:5]=1)[CH3:2]. The catalyst class is: 449.